Dataset: Catalyst prediction with 721,799 reactions and 888 catalyst types from USPTO. Task: Predict which catalyst facilitates the given reaction. (1) Reactant: C[O:2][C:3]1[CH:8]=[C:7]([CH3:9])[N:6]([CH3:10])[C:5](=[O:11])[C:4]=1[C:12](=[O:27])[CH:13]=[CH:14][C:15]1[CH:20]=[CH:19][CH:18]=[C:17]([O:21][CH2:22][C:23]([O:25][CH3:26])=[O:24])[CH:16]=1.[Br:28]Br. Product: [Br:28][C:8]1[C:3]([OH:2])=[C:4]([C:12](=[O:27])[CH:13]=[CH:14][C:15]2[CH:20]=[CH:19][CH:18]=[C:17]([O:21][CH2:22][C:23]([O:25][CH3:26])=[O:24])[CH:16]=2)[C:5](=[O:11])[N:6]([CH3:10])[C:7]=1[CH3:9]. The catalyst class is: 22. (2) Reactant: [CH:1]#[C:2][CH2:3][CH2:4][CH2:5][CH2:6][CH2:7][CH2:8][CH2:9][CH3:10].[CH:11]([Mg]Cl)([CH3:13])[CH3:12].[S:16]1[CH:20]=[CH:19][C:18]2=[CH:21][C:22]3[S:23][CH:24]=[CH:25][C:26]=3[CH:27]=[C:17]12.[Sn](Cl)Cl. Product: [C:1]([C:21]1[C:22]2[S:23][CH:24]=[CH:25][C:26]=2[C:27]([C:12]#[C:11][CH2:13][CH2:1][CH2:2][CH2:3][CH2:4][CH2:5][CH2:6][CH3:7])=[C:17]2[S:16][CH:20]=[CH:19][C:18]=12)#[C:2][CH2:3][CH2:4][CH2:5][CH2:6][CH2:7][CH2:8][CH2:9][CH3:10]. The catalyst class is: 632.